Dataset: Reaction yield outcomes from USPTO patents with 853,638 reactions. Task: Predict the reaction yield, written as a fraction of the theoretical maximum amount of product (1.0 means a 100% yield; for example, 0.34 means a 34% yield). (1) The reactants are C(N)(C)C.C([Li])CCC.[Li+].CC([N-]C(C)C)C.[CH3:18][O:19][C:20]([CH:22]1[CH2:27][CH2:26][N:25]([C:28]([O:30][C:31]([CH3:34])([CH3:33])[CH3:32])=[O:29])[CH2:24][CH2:23]1)=[O:21].[CH2:35](Br)[C:36]1[CH:41]=[CH:40][CH:39]=[CH:38][CH:37]=1.[Cl-].[NH4+]. The catalyst is C1COCC1.CN(P(N(C)C)(N(C)C)=O)C. The product is [CH3:18][O:19][C:20]([C:22]1([CH2:35][C:36]2[CH:41]=[CH:40][CH:39]=[CH:38][CH:37]=2)[CH2:23][CH2:24][N:25]([C:28]([O:30][C:31]([CH3:34])([CH3:33])[CH3:32])=[O:29])[CH2:26][CH2:27]1)=[O:21]. The yield is 0.630. (2) The reactants are Cl[C:2]1[N:7]=[C:6]([NH:8][C:9]([C:11]2([C:14]3[CH:24]=[CH:23][C:17]4[O:18][C:19]([F:22])([F:21])[O:20][C:16]=4[CH:15]=3)[CH2:13][CH2:12]2)=[O:10])[CH:5]=[CH:4][C:3]=1[CH3:25].[Cl:26][C:27]1[C:28]([O:36][CH3:37])=[N:29][CH:30]=[CH:31][C:32]=1B(O)O.C(=O)([O-])[O-].[Na+].[Na+]. The catalyst is COCCOC.[Pd].C1(P(C2C=CC=CC=2)C2C=CC=CC=2)C=CC=CC=1.C1(P(C2C=CC=CC=2)C2C=CC=CC=2)C=CC=CC=1.C1(P(C2C=CC=CC=2)C2C=CC=CC=2)C=CC=CC=1.C1(P(C2C=CC=CC=2)C2C=CC=CC=2)C=CC=CC=1. The product is [Cl:26][C:27]1[C:28]([O:36][CH3:37])=[N:29][CH:30]=[CH:31][C:32]=1[C:2]1[C:3]([CH3:25])=[CH:4][CH:5]=[C:6]([NH:8][C:9]([C:11]2([C:14]3[CH:24]=[CH:23][C:17]4[O:18][C:19]([F:22])([F:21])[O:20][C:16]=4[CH:15]=3)[CH2:12][CH2:13]2)=[O:10])[N:7]=1. The yield is 0.500.